From a dataset of Reaction yield outcomes from USPTO patents with 853,638 reactions. Predict the reaction yield, written as a fraction of the theoretical maximum amount of product (1.0 means a 100% yield; for example, 0.34 means a 34% yield). (1) The reactants are [F:1][C:2]1[C:7]([F:8])=[CH:6][CH:5]=[CH:4][C:3]=1[C:9]1[N:17]=[C:12]2[CH:13]=[N:14][NH:15][CH:16]=[C:11]2[N:10]=1.C([O-])([O-])=O.[K+].[K+].Br[CH:25]([C:31]1[O:35][N:34]=[C:33]([C:36]2[CH:41]=[CH:40][C:39]([O:42][CH2:43][CH2:44][CH3:45])=[CH:38][C:37]=2[C:46]([F:49])([F:48])[F:47])[CH:32]=1)[C:26]([O:28][CH2:29][CH3:30])=[O:27]. The catalyst is CN(C=O)C.CCOC(C)=O. The product is [F:1][C:2]1[C:7]([F:8])=[CH:6][CH:5]=[CH:4][C:3]=1[C:9]1[N:17]=[C:12]2[CH:13]=[N:14][N:15]([CH:25]([C:31]3[O:35][N:34]=[C:33]([C:36]4[CH:41]=[CH:40][C:39]([O:42][CH2:43][CH2:44][CH3:45])=[CH:38][C:37]=4[C:46]([F:48])([F:49])[F:47])[CH:32]=3)[C:26]([O:28][CH2:29][CH3:30])=[O:27])[CH:16]=[C:11]2[N:10]=1. The yield is 0.560. (2) The reactants are [Br:1][C:2]1[CH:12]=[C:11]([Br:13])[CH:10]=[C:9]([Br:14])[C:3]=1[O:4][CH2:5][C:6](=O)[CH3:7].C([O-])(=O)C.[NH4+].C([BH3-])#[N:21].[Na+]. The catalyst is CO. The product is [CH3:7][CH:6]([NH2:21])[CH2:5][O:4][C:3]1[C:2]([Br:1])=[CH:12][C:11]([Br:13])=[CH:10][C:9]=1[Br:14]. The yield is 0.320. (3) The reactants are [Br:1][C:2]1[C:3]2[N:10]([C:11]3[CH:16]=[CH:15][C:14]([O:17]C)=[CH:13][CH:12]=3)[C:9]([C:19]3[C:20]([NH2:24])=[N:21][O:22][N:23]=3)=[N:8][C:4]=2[CH:5]=[N:6][CH:7]=1.B(Br)(Br)Br. The catalyst is ClCCl. The product is [NH2:24][C:20]1[C:19]([C:9]2[N:10]([C:11]3[CH:16]=[CH:15][C:14]([OH:17])=[CH:13][CH:12]=3)[C:3]3[C:2]([Br:1])=[CH:7][N:6]=[CH:5][C:4]=3[N:8]=2)=[N:23][O:22][N:21]=1. The yield is 0.400. (4) The reactants are [C:1]([O:4][CH2:5][C:6](Cl)=[O:7])(=[O:3])[CH3:2].[NH2:9][C@H:10]1[C@@H:15]2[C@@H:13]([C@H:14]2[C:16]([O:18][CH2:19][CH3:20])=[O:17])[C@:12]([NH:26][C:27]([O:29][C:30]([CH3:33])([CH3:32])[CH3:31])=[O:28])([C:21]([O:23][CH2:24][CH3:25])=[O:22])[C@@H:11]1[O:34][CH2:35][C:36]1[CH:41]=[CH:40][C:39]([Cl:42])=[C:38]([Cl:43])[CH:37]=1.C(N(C(C)C)CC)(C)C. The catalyst is ClCCl. The product is [C:1]([O:4][CH2:5][C:6]([NH:9][C@H:10]1[C@@H:15]2[C@@H:13]([C@H:14]2[C:16]([O:18][CH2:19][CH3:20])=[O:17])[C@:12]([NH:26][C:27]([O:29][C:30]([CH3:32])([CH3:33])[CH3:31])=[O:28])([C:21]([O:23][CH2:24][CH3:25])=[O:22])[C@@H:11]1[O:34][CH2:35][C:36]1[CH:41]=[CH:40][C:39]([Cl:42])=[C:38]([Cl:43])[CH:37]=1)=[O:7])(=[O:3])[CH3:2]. The yield is 0.760. (5) The reactants are [NH2:1][NH:2][C:3]([NH2:5])=[S:4].C(O)(=O)C.[C:10]([NH:13][C:14]1[CH:21]=[CH:20][C:17]([CH:18]=O)=[CH:16][C:15]=1[I:22])(=[O:12])[CH3:11]. The catalyst is O.C(O)C. The product is [C:10]([NH:13][C:14]1[CH:21]=[CH:20][C:17]([CH:18]=[N:1][NH:2][C:3]([NH2:5])=[S:4])=[CH:16][C:15]=1[I:22])(=[O:12])[CH3:11]. The yield is 0.880. (6) The reactants are C([O:8][C:9]1[C:13]([O:14]CC2C=CC=CC=2)=[C:12]([C:22]([N:24]([CH3:26])[CH3:25])=[O:23])[N:11]([C:27]2[CH:32]=[CH:31][C:30]([O:33][CH3:34])=[CH:29][CH:28]=2)[C:10]=1[C:35]([N:37]([CH3:39])[CH3:38])=[O:36])C1C=CC=CC=1.[H][H]. The catalyst is CO.[Pd]. The product is [OH:8][C:9]1[C:13]([OH:14])=[C:12]([C:22]([N:24]([CH3:25])[CH3:26])=[O:23])[N:11]([C:27]2[CH:32]=[CH:31][C:30]([O:33][CH3:34])=[CH:29][CH:28]=2)[C:10]=1[C:35]([N:37]([CH3:38])[CH3:39])=[O:36]. The yield is 0.780. (7) The reactants are C1(P(C2C=CC=CC=2)C2C=CC=CC=2)C=CC=CC=1.[Br:20][C:21]([Br:24])(Br)Br.C(N(CC)CC)C.[C:32]([O:36][C:37](=[O:48])[N:38]([C@H:40]1[CH2:45][CH2:44][C@H:43]([CH:46]=O)[CH2:42][CH2:41]1)[CH3:39])([CH3:35])([CH3:34])[CH3:33]. The catalyst is C(Cl)Cl. The product is [C:32]([O:36][C:37](=[O:48])[N:38]([C@H:40]1[CH2:45][CH2:44][C@H:43]([CH:46]=[C:21]([Br:24])[Br:20])[CH2:42][CH2:41]1)[CH3:39])([CH3:35])([CH3:33])[CH3:34]. The yield is 0.670. (8) The reactants are [NH2:1][C:2]1[N:6]([CH:7]2[CH2:11][CH2:10][CH2:9][CH2:8]2)[CH:5]=[N:4][C:3]=1[C:12]([NH2:14])=[O:13].[Cl:15][CH2:16][C:17](Cl)=[O:18]. No catalyst specified. The product is [Cl:15][CH2:16][C:17]([NH:1][C:2]1[N:6]([CH:7]2[CH2:11][CH2:10][CH2:9][CH2:8]2)[CH:5]=[N:4][C:3]=1[C:12]([NH2:14])=[O:13])=[O:18]. The yield is 0.450.